From a dataset of Catalyst prediction with 721,799 reactions and 888 catalyst types from USPTO. Predict which catalyst facilitates the given reaction. (1) Reactant: [O:1]1[CH2:6][CH2:5][N:4]([C:7]2[N:12]=[CH:11][C:10]([C:13]3[N:36](COCC[Si](C)(C)C)[C:16]4[N:17]=[CH:18][N:19]=[C:20]([C:21]5[CH:22]=[CH:23][C:24]([O:29][CH:30]6[CH2:35][CH2:34][O:33][CH2:32][CH2:31]6)=[C:25]([CH:28]=5)[C:26]#[N:27])[C:15]=4[CH:14]=3)=[CH:9][CH:8]=2)[CH2:3][CH2:2]1.C(O)(C(F)(F)F)=O. Product: [O:1]1[CH2:6][CH2:5][N:4]([C:7]2[N:12]=[CH:11][C:10]([C:13]3[NH:36][C:16]4[N:17]=[CH:18][N:19]=[C:20]([C:21]5[CH:22]=[CH:23][C:24]([O:29][CH:30]6[CH2:35][CH2:34][O:33][CH2:32][CH2:31]6)=[C:25]([CH:28]=5)[C:26]#[N:27])[C:15]=4[CH:14]=3)=[CH:9][CH:8]=2)[CH2:3][CH2:2]1. The catalyst class is: 2. (2) Reactant: [C:1]([N:8]1[CH2:11][CH:10]([CH2:12][OH:13])[CH2:9]1)([O:3][C:4]([CH3:7])([CH3:6])[CH3:5])=[O:2].[CH3:14][S:15](Cl)(=[O:17])=[O:16]. The catalyst class is: 2. Product: [C:1]([N:8]1[CH2:9][CH:10]([CH2:12][O:13][S:15]([CH3:14])(=[O:17])=[O:16])[CH2:11]1)([O:3][C:4]([CH3:7])([CH3:6])[CH3:5])=[O:2].